Dataset: Forward reaction prediction with 1.9M reactions from USPTO patents (1976-2016). Task: Predict the product of the given reaction. Given the reactants [Br:1][C:2]1[CH:3]=[C:4]([CH:9]=[C:10]([O:12][CH2:13][C:14]2([CH3:17])[CH2:16][CH2:15]2)[CH:11]=1)[C:5](OC)=[O:6].[H-].[Al+3].[Li+].[H-].[H-].[H-], predict the reaction product. The product is: [Br:1][C:2]1[CH:3]=[C:4]([CH2:5][OH:6])[CH:9]=[C:10]([O:12][CH2:13][C:14]2([CH3:17])[CH2:16][CH2:15]2)[CH:11]=1.